From a dataset of Full USPTO retrosynthesis dataset with 1.9M reactions from patents (1976-2016). Predict the reactants needed to synthesize the given product. Given the product [CH2:8]([C:10]1[C:18]2[C:13](=[CH:14][CH:15]=[CH:16][CH:17]=2)[N:12]([C:19]2[N:23]=[C:22]([CH:24]3[CH2:29][CH2:28][N:27]([CH2:42][C@@H:38]4[CH2:39][CH2:40][CH2:41][N:37]4[C:35]([O:34][C:30]([CH3:31])([CH3:33])[CH3:32])=[O:36])[CH2:26][CH2:25]3)[O:21][N:20]=2)[N:11]=1)[CH3:9], predict the reactants needed to synthesize it. The reactants are: FC(F)(F)C(O)=O.[CH2:8]([C:10]1[C:18]2[C:13](=[CH:14][CH:15]=[CH:16][CH:17]=2)[N:12]([C:19]2[N:23]=[C:22]([CH:24]3[CH2:29][CH2:28][NH:27][CH2:26][CH2:25]3)[O:21][N:20]=2)[N:11]=1)[CH3:9].[C:30]([O:34][C:35]([N:37]1[CH2:41][CH2:40][CH2:39][C@H:38]1[CH:42]=O)=[O:36])([CH3:33])([CH3:32])[CH3:31].C(=O)(O)[O-].[Na+].